From a dataset of Reaction yield outcomes from USPTO patents with 853,638 reactions. Predict the reaction yield, written as a fraction of the theoretical maximum amount of product (1.0 means a 100% yield; for example, 0.34 means a 34% yield). (1) The reactants are [NH2:1][C:2]1[CH:7]=[CH:6][C:5]([C:8]2[S:9][C:10]3[CH:16]=[C:15]([O:17][CH3:18])[CH:14]=[CH:13][C:11]=3[N:12]=2)=[CH:4][CH:3]=1.[I:19]Cl.C(Cl)Cl. The catalyst is C(O)(=O)C. The product is [NH2:1][C:2]1[CH:3]=[CH:4][C:5]([C:8]2[S:9][C:10]3[CH:16]=[C:15]([O:17][CH3:18])[CH:14]=[CH:13][C:11]=3[N:12]=2)=[CH:6][C:7]=1[I:19]. The yield is 0.760. (2) The reactants are [OH-].[Na+].[Cl:3][C:4]1[CH:9]=[CH:8][CH:7]=[C:6]([Cl:10])[C:5]=1[C:11]1[C:15]([CH2:16][O:17][C:18]2[CH:23]=[CH:22][C:21]([C:24]3[CH:25]=[C:26]4[C:31](=[CH:32][CH:33]=3)[N:30]=[C:29]([CH3:34])[C:28]([C:35]([O:37]CC)=[O:36])=[CH:27]4)=[CH:20][CH:19]=2)=[C:14]([CH:40]([CH3:42])[CH3:41])[O:13][N:12]=1.Cl.O. The catalyst is O1CCCC1.CO. The product is [Cl:10][C:6]1[CH:7]=[CH:8][CH:9]=[C:4]([Cl:3])[C:5]=1[C:11]1[C:15]([CH2:16][O:17][C:18]2[CH:23]=[CH:22][C:21]([C:24]3[CH:25]=[C:26]4[C:31](=[CH:32][CH:33]=3)[N:30]=[C:29]([CH3:34])[C:28]([C:35]([OH:37])=[O:36])=[CH:27]4)=[CH:20][CH:19]=2)=[C:14]([CH:40]([CH3:42])[CH3:41])[O:13][N:12]=1. The yield is 0.990. (3) The reactants are [Br:1][C:2]1[CH:7]=[C:6]([NH2:8])[C:5]([NH2:9])=[C:4]([N+:10]([O-:12])=[O:11])[CH:3]=1.[CH3:13][C:14](=O)CC(=O)C. The catalyst is CCO.Cl. The product is [Br:1][C:2]1[CH:3]=[C:4]([N+:10]([O-:12])=[O:11])[C:5]2[N:9]=[C:13]([CH3:14])[NH:8][C:6]=2[CH:7]=1. The yield is 0.900. (4) The reactants are [CH3:1][C:2]1[C:7]([OH:8])=[CH:6][CH:5]=[C:4]([CH3:9])[N:3]=1.[OH-].[Na+].[I:12]I.Cl. No catalyst specified. The product is [I:12][C:6]1[CH:5]=[C:4]([CH3:9])[N:3]=[C:2]([CH3:1])[C:7]=1[OH:8]. The yield is 0.500. (5) The reactants are C([O:5][C:6](=[O:42])[CH2:7][CH2:8][C:9]1[CH:14]=[CH:13][C:12]([O:15][CH2:16][CH2:17][C:18]2[N:19]=[C:20]([C:24]3[CH:29]=[CH:28][CH:27]=[CH:26][CH:25]=3)[O:21][C:22]=2[CH3:23])=[CH:11][C:10]=1[CH2:30][N:31]([C:33]([C:35]1[CH:39]=[C:38]([Cl:40])[S:37][C:36]=1[Cl:41])=[O:34])[CH3:32])(C)(C)C.C1(OC)C=CC=CC=1.C(O)(C(F)(F)F)=O. The catalyst is C(Cl)Cl. The product is [Cl:41][C:36]1[S:37][C:38]([Cl:40])=[CH:39][C:35]=1[C:33]([N:31]([CH2:30][C:10]1[CH:11]=[C:12]([O:15][CH2:16][CH2:17][C:18]2[N:19]=[C:20]([C:24]3[CH:29]=[CH:28][CH:27]=[CH:26][CH:25]=3)[O:21][C:22]=2[CH3:23])[CH:13]=[CH:14][C:9]=1[CH2:8][CH2:7][C:6]([OH:42])=[O:5])[CH3:32])=[O:34]. The yield is 0.950. (6) The product is [Br:16][C:8]1[S:9][CH:10]=[CH:11][C:7]=1[C:6]1[S:5][C:4]([NH:12][C:13](=[O:15])[CH3:14])=[N:3][C:2]=1[CH3:1]. The yield is 0.970. The catalyst is C(#N)C. The reactants are [CH3:1][C:2]1[N:3]=[C:4]([NH:12][C:13](=[O:15])[CH3:14])[S:5][C:6]=1[C:7]1[CH:11]=[CH:10][S:9][CH:8]=1.[Br:16]N1C(=O)CCC1=O.